Dataset: Peptide-MHC class II binding affinity with 134,281 pairs from IEDB. Task: Regression. Given a peptide amino acid sequence and an MHC pseudo amino acid sequence, predict their binding affinity value. This is MHC class II binding data. (1) The peptide sequence is GSLKPNCGNKVVVSY. The MHC is DRB1_0901 with pseudo-sequence DRB1_0901. The binding affinity (normalized) is 0.406. (2) The peptide sequence is FFALCVLGLVAAALP. The MHC is HLA-DQA10101-DQB10501 with pseudo-sequence HLA-DQA10101-DQB10501. The binding affinity (normalized) is 0.600. (3) The peptide sequence is VQTAVDFGNSYIAEM. The MHC is DRB1_0901 with pseudo-sequence DRB1_0901. The binding affinity (normalized) is 0.655.